This data is from Forward reaction prediction with 1.9M reactions from USPTO patents (1976-2016). The task is: Predict the product of the given reaction. (1) The product is: [Cl:2][C:3]1[CH:4]=[C:5]([NH:10][C:11]2[C:16]([NH:17][N:18]=[CH:34][C:32]3[O:33][C:29]([C:26]4[CH:27]=[CH:28][C:23]([Cl:22])=[CH:24][CH:25]=4)=[CH:30][CH:31]=3)=[N:15][C:14]3=[N:19][O:20][N:21]=[C:13]3[N:12]=2)[CH:6]=[CH:7][C:8]=1[F:9]. Given the reactants Cl.[Cl:2][C:3]1[CH:4]=[C:5]([NH:10][C:11]2[C:16]([NH:17][NH2:18])=[N:15][C:14]3=[N:19][O:20][N:21]=[C:13]3[N:12]=2)[CH:6]=[CH:7][C:8]=1[F:9].[Cl:22][C:23]1[CH:28]=[CH:27][C:26]([C:29]2[O:33][C:32]([CH:34]=O)=[CH:31][CH:30]=2)=[CH:25][CH:24]=1, predict the reaction product. (2) Given the reactants [Cl:1][C:2]1[CH:7]=[CH:6][CH:5]=[CH:4][C:3]=1[NH:8][C:9]1[C:10]([F:22])=[C:11]([F:21])[CH:12]=[C:13]2[C:18]=1[C:17](=[O:19])[NH:16][N:15]=[C:14]2[CH3:20].C1C(=O)N([I:30])C(=O)C1, predict the reaction product. The product is: [Cl:1][C:2]1[CH:7]=[C:6]([I:30])[CH:5]=[CH:4][C:3]=1[NH:8][C:9]1[C:10]([F:22])=[C:11]([F:21])[CH:12]=[C:13]2[C:18]=1[C:17](=[O:19])[NH:16][N:15]=[C:14]2[CH3:20]. (3) Given the reactants [CH3:1][O:2][C@H:3]1[C:8]([CH3:10])([CH3:9])[O:7][C@@H:6]([O:11][C:12]2[C:21]([C:22]3[CH:27]=[CH:26][CH:25]=[CH:24][CH:23]=3)=[C:20]3[C:15]([CH:16]=[C:17]([NH:29][C:30](=[O:39])OCC4C=CC=CC=4)[C:18](=[O:28])[O:19]3)=[CH:14][CH:13]=2)[C@@H:5]2[O:40]C(=O)[O:42][C@H:4]12.CCN=C=NCCCN(C)C.[CH3:55][O:56][C:57]1[CH:58]=[C:59]([C:63]2[C:68]([O:69][CH3:70])=[CH:67][CH:66]=[C:65](C(O)=O)[CH:64]=2)[CH:60]=[CH:61][CH:62]=1.C(=O)([O-])[O-], predict the reaction product. The product is: [OH:40][C@@H:5]1[C@H:4]([OH:42])[C@@H:3]([O:2][CH3:1])[C:8]([CH3:10])([CH3:9])[O:7][C@H:6]1[O:11][C:12]1[C:21]([C:22]2[CH:23]=[CH:24][CH:25]=[CH:26][CH:27]=2)=[C:20]2[C:15]([CH:16]=[C:17]([NH:29][C:30]([C:65]3[CH:64]=[C:63]([C:59]4[CH:60]=[CH:61][CH:62]=[C:57]([O:56][CH3:55])[CH:58]=4)[C:68]([O:69][CH3:70])=[CH:67][CH:66]=3)=[O:39])[C:18](=[O:28])[O:19]2)=[CH:14][CH:13]=1. (4) Given the reactants [NH2:1][C:2]1[N:7]=[C:6](Cl)[N:5]=[C:4]([C:9]([F:12])([CH3:11])[CH3:10])[N:3]=1.C(=O)([O-])[O-].[K+].[K+].[C:19]1([CH2:25][CH2:26][CH2:27][CH:28]([NH2:32])[CH:29]2[CH2:31][CH2:30]2)[CH:24]=[CH:23][CH:22]=[CH:21][CH:20]=1, predict the reaction product. The product is: [NH2:1][C:2]1[N:3]=[C:4]([C:9]([F:12])([CH3:11])[CH3:10])[N:5]=[C:6]([NH:32][CH:28]([CH:29]2[CH2:31][CH2:30]2)[CH2:27][CH2:26][CH2:25][C:19]2[CH:24]=[CH:23][CH:22]=[CH:21][CH:20]=2)[N:7]=1. (5) Given the reactants [CH2:1]([N:3]([C:31](=O)[C:32]1[CH:37]=[CH:36][C:35]([OH:38])=[C:34]([F:39])[CH:33]=1)[C:4]1[CH:9]=[C:8]([O:10][CH3:11])[C:7]([O:12][CH3:13])=[CH:6][C:5]=1[CH:14]1[CH2:23][CH2:22][C:21]2[CH:20]=[C:19]([O:24]C(=O)C(C)(C)C)[CH:18]=[CH:17][C:16]=2[CH2:15]1)[CH3:2].Cl[CH2:42][C:43]([N:45]([CH2:47][CH3:48])[CH3:46])=O, predict the reaction product. The product is: [CH2:1]([N:3]([CH2:31][C:32]1[CH:37]=[CH:36][C:35]([O:38][CH2:42][CH2:43][N:45]([CH2:47][CH3:48])[CH3:46])=[C:34]([F:39])[CH:33]=1)[C:4]1[CH:9]=[C:8]([O:10][CH3:11])[C:7]([O:12][CH3:13])=[CH:6][C:5]=1[CH:14]1[CH2:23][CH2:22][C:21]2[CH:20]=[C:19]([OH:24])[CH:18]=[CH:17][C:16]=2[CH2:15]1)[CH3:2]. (6) The product is: [BrH:1].[BrH:1].[BrH:1].[BrH:1].[C:22]([S:23][CH2:2][C:3]1[C:14]2[C:13]3[C:8](=[C:9]([CH2:17][S:23][C:22](=[NH:24])[NH2:21])[CH:10]=[CH:11][C:12]=3[CH2:15][S:23][C:22](=[NH:24])[NH2:21])[C:7]=2[C:6]([CH2:19][S:23][C:22](=[NH:21])[NH2:24])=[CH:5][CH:4]=1)(=[NH:24])[NH2:21]. Given the reactants [Br:1][CH2:2][C:3]1[C:14]2[C:13]3[C:8](=[C:9]([CH2:17]Br)[CH:10]=[CH:11][C:12]=3[CH2:15]Br)[C:7]=2[C:6]([CH2:19]Br)=[CH:5][CH:4]=1.[NH2:21][C:22]([NH2:24])=[S:23], predict the reaction product. (7) Given the reactants [CH2:1]([O:3][C:4]1[CH:10]=[CH:9][C:7]([NH2:8])=[CH:6][CH:5]=1)[CH3:2].C(O[BH-](OC(=O)C)OC(=O)C)(=O)C.[Na+].[CH3:25][CH:26]([CH3:31])[CH2:27][C:28](=O)[CH3:29].C([O-])(O)=O.[Na+], predict the reaction product. The product is: [CH2:1]([O:3][C:4]1[CH:10]=[CH:9][C:7]([NH:8][CH:28]([CH2:27][CH:26]([CH3:31])[CH3:25])[CH3:29])=[CH:6][CH:5]=1)[CH3:2]. (8) Given the reactants [O:1]1[CH2:6][CH:5]=[C:4]([C:7]2[N:15]3[C:10]([CH:11]=[CH:12][CH:13]=[CH:14]3)=[CH:9][C:8]=2[CH2:16][OH:17])[CH2:3][CH2:2]1, predict the reaction product. The product is: [O:1]1[CH2:2][CH:3]=[C:4]([C:7]2[N:15]3[C:10]([CH:11]=[CH:12][CH:13]=[CH:14]3)=[CH:9][C:8]=2[CH:16]=[O:17])[CH2:5][CH2:6]1. (9) Given the reactants [NH:1]([C:16]([O:18][CH2:19][C:20]1[CH:25]=[CH:24][CH:23]=[CH:22][CH:21]=1)=[O:17])[C@H:2]([C:13]([OH:15])=O)[CH2:3][C:4]1[C:12]2[C:7](=[CH:8][CH:9]=[CH:10][CH:11]=2)[NH:6][CH:5]=1.[NH2:26][C:27]1[CH:32]=[CH:31][CH:30]=[CH:29][CH:28]=1.C1CCC(N=C=NC2CCCCC2)CC1, predict the reaction product. The product is: [NH:1]([C:16]([O:18][CH2:19][C:20]1[CH:21]=[CH:22][CH:23]=[CH:24][CH:25]=1)=[O:17])[C@H:2]([C:13]([NH:26][C:27]1[CH:32]=[CH:31][CH:30]=[CH:29][CH:28]=1)=[O:15])[CH2:3][C:4]1[C:12]2[C:7](=[CH:8][CH:9]=[CH:10][CH:11]=2)[NH:6][CH:5]=1. (10) Given the reactants [H-].[Na+].[C:3]([O:7][C:8](=[O:21])[NH:9][C:10]1[C:19]2[C:14](=[CH:15][CH:16]=[CH:17][CH:18]=2)[C:13]([OH:20])=[CH:12][CH:11]=1)([CH3:6])([CH3:5])[CH3:4].Cl[C:23]1[CH:28]=[CH:27][O:26][C:25](=[O:29])[CH:24]=1, predict the reaction product. The product is: [C:3]([O:7][C:8](=[O:21])[NH:9][C:10]1[C:19]2[C:14](=[CH:15][CH:16]=[CH:17][CH:18]=2)[C:13]([O:20][C:23]2[CH:28]=[CH:27][O:26][C:25](=[O:29])[CH:24]=2)=[CH:12][CH:11]=1)([CH3:6])([CH3:4])[CH3:5].